From a dataset of Full USPTO retrosynthesis dataset with 1.9M reactions from patents (1976-2016). Predict the reactants needed to synthesize the given product. (1) Given the product [Cl:17][C:18]1[CH:23]=[CH:22][C:21]([NH:24][C:4](=[O:6])[C:3]2[CH:7]=[CH:8][C:9]([O:11][CH3:12])=[CH:10][C:2]=2[OH:1])=[C:20]([F:25])[CH:19]=1, predict the reactants needed to synthesize it. The reactants are: [OH:1][C:2]1[CH:10]=[C:9]([O:11][CH3:12])[CH:8]=[CH:7][C:3]=1[C:4]([OH:6])=O.S(Cl)(Cl)=O.[Cl:17][C:18]1[CH:23]=[CH:22][C:21]([NH2:24])=[C:20]([F:25])[CH:19]=1. (2) Given the product [C:1]1([N:7]2[C:12](=[O:13])[C:11]3=[CH:14][CH:15]=[CH:16][N:10]3[N:9]=[C:8]2[C@@H:17]2[CH2:21][CH2:20][CH2:19][N:18]2[C:22]2[C:23]3[C:30]([CH:31]=[CH2:32])=[CH:29][NH:28][C:24]=3[N:25]=[CH:26][N:27]=2)[CH:2]=[CH:3][CH:4]=[CH:5][CH:6]=1, predict the reactants needed to synthesize it. The reactants are: [C:1]1([N:7]2[C:12](=[O:13])[C:11]3=[CH:14][CH:15]=[CH:16][N:10]3[N:9]=[C:8]2[C@@H:17]2[CH2:21][CH2:20][CH2:19][N:18]2[C:22]2[C:23]3[C:30]([CH:31]=[CH2:32])=[CH:29][N:28](COCC[Si](C)(C)C)[C:24]=3[N:25]=[CH:26][N:27]=2)[CH:6]=[CH:5][CH:4]=[CH:3][CH:2]=1. (3) Given the product [CH2:5]([N:12]1[C:17](=[O:18])[C:16]([CH3:20])([CH3:19])[O:15][CH2:14][CH:13]1[C:21]([O:23][CH3:24])=[O:22])[C:6]1[CH:11]=[CH:10][CH:9]=[CH:8][CH:7]=1, predict the reactants needed to synthesize it. The reactants are: S(Cl)(Cl)=O.[CH2:5]([N:12]1[C:17](=[O:18])[C:16]([CH3:20])([CH3:19])[O:15][CH2:14][CH:13]1[C:21]([OH:23])=[O:22])[C:6]1[CH:11]=[CH:10][CH:9]=[CH:8][CH:7]=1.[CH3:24]O.